From a dataset of Full USPTO retrosynthesis dataset with 1.9M reactions from patents (1976-2016). Predict the reactants needed to synthesize the given product. Given the product [CH3:26][O:25][C:21]1[CH:20]=[C:19]([CH:24]=[CH:23][CH:22]=1)[CH2:18][NH:17][C:15]([C:10]1[NH:11][C:12](=[O:14])[C:13]2[C:5]([CH2:4][O:3][CH2:70][CH2:71][CH:72]3[CH2:73][CH2:74][N:75]([C:78]([O:80][C:81]([CH3:82])([CH3:84])[CH3:83])=[O:79])[CH2:76][CH2:77]3)=[CH:6][S:7][C:8]=2[N:9]=1)=[O:16], predict the reactants needed to synthesize it. The reactants are: [H-].[Na+].[OH:3][CH2:4][C:5]1[C:13]2[C:12](=[O:14])[NH:11][C:10]([C:15]([NH:17][CH2:18][C:19]3[CH:24]=[CH:23][CH:22]=[C:21]([O:25][CH3:26])[CH:20]=3)=[O:16])=[N:9][C:8]=2[S:7][CH:6]=1.N[C@H]1CC[C@H](COCC2C3C(=O)NC(C(NCC4C=CC=C(OC)C=4)=O)=NC=3SC=2)CC1.CC1C=CC(S(O[CH2:70][CH2:71][CH:72]2[CH2:77][CH2:76][N:75]([C:78]([O:80][C:81]([CH3:84])([CH3:83])[CH3:82])=[O:79])[CH2:74][CH2:73]2)(=O)=O)=CC=1.